This data is from Forward reaction prediction with 1.9M reactions from USPTO patents (1976-2016). The task is: Predict the product of the given reaction. (1) Given the reactants [Cl:1][C:2]1[CH:7]=[CH:6][C:5]([CH:8]([C:11]2[CH:16]=[CH:15][C:14]([Cl:17])=[CH:13][CH:12]=2)[CH2:9][NH2:10])=[CH:4][CH:3]=1.[C:18]([O:26][C@@H:27]1[C@H:31]([O:32][C:33](=[O:40])[C:34]2[CH:39]=[CH:38][CH:37]=[CH:36][CH:35]=2)[C@@H:30]([C:41]([NH:43][CH2:44][CH3:45])=[O:42])[O:29][C@H:28]1[N:46]1[CH:54]=[N:53][C:52]2[C:47]1=[N:48][C:49]([I:56])=[N:50][C:51]=2Cl)(=[O:25])[C:19]1[CH:24]=[CH:23][CH:22]=[CH:21][CH:20]=1, predict the reaction product. The product is: [C:18]([O:26][C@@H:27]1[C@H:31]([O:32][C:33](=[O:40])[C:34]2[CH:35]=[CH:36][CH:37]=[CH:38][CH:39]=2)[C@@H:30]([C:41]([NH:43][CH2:44][CH3:45])=[O:42])[O:29][C@H:28]1[N:46]1[CH:54]=[N:53][C:52]2[C:47]1=[N:48][C:49]([I:56])=[N:50][C:51]=2[NH:10][CH2:9][CH:8]([C:11]1[CH:12]=[CH:13][C:14]([Cl:17])=[CH:15][CH:16]=1)[C:5]1[CH:6]=[CH:7][C:2]([Cl:1])=[CH:3][CH:4]=1)(=[O:25])[C:19]1[CH:24]=[CH:23][CH:22]=[CH:21][CH:20]=1. (2) Given the reactants [CH3:1][O:2][C:3]1[C:12]([NH:13][C:14](=[S:22])OC2C=CC=CC=2)=[N:11][C:10]2[C:5](=[CH:6][CH:7]=[CH:8][CH:9]=2)[N:4]=1.[F:23][C:24]1[CH:25]=[C:26]([N:31]2[CH2:36][CH2:35][NH:34][CH2:33][CH2:32]2)[CH:27]=[C:28]([F:30])[CH:29]=1, predict the reaction product. The product is: [CH3:1][O:2][C:3]1[C:12]([NH:13][C:14]([N:34]2[CH2:33][CH2:32][N:31]([C:26]3[CH:25]=[C:24]([F:23])[CH:29]=[C:28]([F:30])[CH:27]=3)[CH2:36][CH2:35]2)=[S:22])=[N:11][C:10]2[C:5](=[CH:6][CH:7]=[CH:8][CH:9]=2)[N:4]=1. (3) Given the reactants [C:1]([C:5]1[CH:9]=[C:8]([NH:10][C:11]([NH:13][C:14]2[CH:19]=[CH:18][CH:17]=[C:16]([O:20][C:21]3[C:30]4[C:25](=[CH:26][C:27]([O:33][CH2:34][CH:35]5[CH2:40][CH2:39][NH:38][CH2:37][CH2:36]5)=[C:28]([O:31][CH3:32])[CH:29]=4)[N:24]=[CH:23][N:22]=3)[CH:15]=2)=[O:12])[O:7][N:6]=1)([CH3:4])([CH3:3])[CH3:2].C=O.[C:43](O)(=O)C.C(O[BH-](OC(=O)C)OC(=O)C)(=O)C.[Na+].[OH-].[Na+], predict the reaction product. The product is: [C:1]([C:5]1[CH:9]=[C:8]([NH:10][C:11]([NH:13][C:14]2[CH:19]=[CH:18][CH:17]=[C:16]([O:20][C:21]3[C:30]4[C:25](=[CH:26][C:27]([O:33][CH2:34][CH:35]5[CH2:40][CH2:39][N:38]([CH3:43])[CH2:37][CH2:36]5)=[C:28]([O:31][CH3:32])[CH:29]=4)[N:24]=[CH:23][N:22]=3)[CH:15]=2)=[O:12])[O:7][N:6]=1)([CH3:4])([CH3:2])[CH3:3]. (4) Given the reactants C([O:3][C:4](=[O:23])[C:5]([CH2:20][CH:21]=[CH2:22])([S:9]([C:12]1[CH:17]=[CH:16][C:15]([O:18][CH3:19])=[CH:14][CH:13]=1)(=[O:11])=[O:10])[CH2:6][CH:7]=[CH2:8])C, predict the reaction product. The product is: [CH2:20]([C:5]([S:9]([C:12]1[CH:17]=[CH:16][C:15]([O:18][CH3:19])=[CH:14][CH:13]=1)(=[O:11])=[O:10])([CH:6]=[CH:7][CH3:8])[C:4]([OH:23])=[O:3])[CH:21]=[CH2:22]. (5) Given the reactants [O:1]=[C:2]1[C:14]2[NH:13][C:12]3[CH:11]=[CH:10][C:9]([C:15]([OH:17])=O)=[CH:8][C:7]=3[C:6]=2[CH2:5][CH2:4][CH2:3]1.[NH2:18][C:19]1[CH:20]=[C:21](C=C[CH:26]=1)[C:22]#[N:23], predict the reaction product. The product is: [N:23]1[CH:22]=[CH:21][CH:20]=[C:19]([NH:18][C:15]([C:9]2[CH:10]=[CH:11][C:12]3[NH:13][C:14]4[C:2](=[O:1])[CH2:3][CH2:4][CH2:5][C:6]=4[C:7]=3[CH:8]=2)=[O:17])[CH:26]=1. (6) Given the reactants [OH-].[Na+].[Cl:3][CH2:4][CH2:5][CH2:6][CH:7]([CH:12]1[CH2:17][CH2:16][CH2:15][CH2:14][CH2:13]1)[C:8]([O:10]C)=[O:9].CO.O, predict the reaction product. The product is: [Cl:3][CH2:4][CH2:5][CH2:6][CH:7]([CH:12]1[CH2:17][CH2:16][CH2:15][CH2:14][CH2:13]1)[C:8]([OH:10])=[O:9]. (7) Given the reactants [C:1]([CH2:6][C:7]([O:9][CH2:10][CH3:11])=[O:8])(=[O:5])[CH:2]([CH3:4])[CH3:3].[F:12][C:13]1[CH:18]=[CH:17][C:16]([CH:19]=[C:20]([N+]([O-])=O)[CH3:21])=[CH:15][CH:14]=1.N1CCCCC1, predict the reaction product. The product is: [F:12][C:13]1[CH:18]=[CH:17][C:16]([C:19]2[C:6]([C:7]([O:9][CH2:10][CH3:11])=[O:8])=[C:1]([CH:2]([CH3:4])[CH3:3])[O:5][C:20]=2[CH3:21])=[CH:15][CH:14]=1.